This data is from Full USPTO retrosynthesis dataset with 1.9M reactions from patents (1976-2016). The task is: Predict the reactants needed to synthesize the given product. (1) Given the product [Br:1][C:2]1[CH:3]=[C:4]([CH2:9][Br:10])[C:5]([Cl:8])=[N:6][CH:7]=1, predict the reactants needed to synthesize it. The reactants are: [Br:1][C:2]1[CH:3]=[C:4]([CH3:9])[C:5]([Cl:8])=[N:6][CH:7]=1.[Br:10]C1C(CBr)=NC(Cl)=CC=1. (2) Given the product [CH2:1]1[C:12]2[C:11]3[CH:10]=[CH:9][CH:8]=[C:7]([C:13]([NH:21][C@@H:20]([CH3:22])[C:19]([O:18][CH2:16][CH3:17])=[O:23])=[O:15])[C:6]=3[NH:5][C:4]=2[CH2:3][CH2:2]1, predict the reactants needed to synthesize it. The reactants are: [CH2:1]1[C:12]2[C:11]3[C:6](=[C:7]([C:13]([OH:15])=O)[CH:8]=[CH:9][CH:10]=3)[NH:5][C:4]=2[CH2:3][CH2:2]1.[CH2:16]([O:18][C:19](=[O:23])[C@H:20]([CH3:22])[NH2:21])[CH3:17].Cl.CN(C)CCCN=C=NCC.ON1C2C=CC=CC=2N=N1.C(N(C(C)C)CC)(C)C. (3) Given the product [CH3:1][O:2][C:3]([CH:5]1[CH2:9][CH:8]([CH2:10][O:11][CH3:19])[CH2:7][N:6]1[C:12]([O:14][C:15]([CH3:18])([CH3:17])[CH3:16])=[O:13])=[O:4], predict the reactants needed to synthesize it. The reactants are: [CH3:1][O:2][C:3]([CH:5]1[CH2:9][CH:8]([CH2:10][OH:11])[CH2:7][N:6]1[C:12]([O:14][C:15]([CH3:18])([CH3:17])[CH3:16])=[O:13])=[O:4].[C:19](C1C=C(C)C=C(C(C)(C)C)N=1)(C)(C)C.IC.